From a dataset of Forward reaction prediction with 1.9M reactions from USPTO patents (1976-2016). Predict the product of the given reaction. (1) The product is: [C:13]([OH:14])(=[O:25])[CH3:12].[NH2:16][CH2:17][C:18]1[CH:23]=[CH:22][C:21]([C:2]2[N:6]3[N:7]=[C:8]([NH:11][CH2:12][CH2:13][O:14][CH3:15])[CH:9]=[CH:10][C:5]3=[N:4][CH:3]=2)=[CH:20][CH:19]=1. Given the reactants Br[C:2]1[N:6]2[N:7]=[C:8]([NH:11][CH2:12][CH2:13][O:14][CH3:15])[CH:9]=[CH:10][C:5]2=[N:4][CH:3]=1.[NH2:16][CH2:17][C:18]1[CH:23]=[CH:22][C:21](B(O)[OH:25])=[CH:20][CH:19]=1.P([O-])([O-])([O-])=O.[K+].[K+].[K+], predict the reaction product. (2) Given the reactants [CH3:1][O:2][C:3]([N:5]1[C:13]2[C:8](=[CH:9][C:10]([CH:14]3[CH2:18][C:17](=[O:19])[N:16]([CH2:20][C:21]4[CH:26]=[CH:25][CH:24]=[CH:23][CH:22]=4)[C:15]3=[O:27])=[CH:11][CH:12]=2)[CH:7]=[CH:6]1)=[O:4].[CH2:28](Br)[C:29]1[CH:34]=[CH:33][CH:32]=[CH:31][CH:30]=1, predict the reaction product. The product is: [CH3:1][O:2][C:3]([N:5]1[C:13]2[C:8](=[CH:9][C:10]([C:14]3([CH2:28][C:29]4[CH:34]=[CH:33][CH:32]=[CH:31][CH:30]=4)[CH2:18][C:17](=[O:19])[N:16]([CH2:20][C:21]4[CH:26]=[CH:25][CH:24]=[CH:23][CH:22]=4)[C:15]3=[O:27])=[CH:11][CH:12]=2)[CH:7]=[CH:6]1)=[O:4]. (3) Given the reactants [N+:1]([C:4]1[C:9]([CH3:10])=[CH:8][CH:7]=[CH:6][C:5]=1[CH3:11])([O-:3])=[O:2].II.[I:14](O)(=O)(=O)=O.S(=O)(=O)(O)O, predict the reaction product. The product is: [I:14][C:6]1[CH:7]=[CH:8][C:9]([CH3:10])=[C:4]([N+:1]([O-:3])=[O:2])[C:5]=1[CH3:11].